Task: Binary Classification. Given a T-cell receptor sequence (or CDR3 region) and an epitope sequence, predict whether binding occurs between them.. Dataset: TCR-epitope binding with 47,182 pairs between 192 epitopes and 23,139 TCRs (1) The epitope is TPQDLNTML. The TCR CDR3 sequence is CASSSQTSGLFANTGELFF. Result: 1 (the TCR binds to the epitope). (2) The epitope is TLIGDCATV. The TCR CDR3 sequence is CASSLVLAGEQYF. Result: 1 (the TCR binds to the epitope). (3) The epitope is YVLDHLIVV. The TCR CDR3 sequence is CASSFTGGRSSYNEQFF. Result: 0 (the TCR does not bind to the epitope). (4) The epitope is GILGFVFTL. The TCR CDR3 sequence is CASSLASDSSYNEQFF. Result: 0 (the TCR does not bind to the epitope). (5) The epitope is RLRAEAQVK. The TCR CDR3 sequence is CASSFGAGELFF. Result: 1 (the TCR binds to the epitope). (6) The epitope is LPPIVAKEI. The TCR CDR3 sequence is CASPGVYGYTF. Result: 0 (the TCR does not bind to the epitope). (7) The epitope is KAYNVTQAF. The TCR CDR3 sequence is CASSKEGQGEKLFF. Result: 0 (the TCR does not bind to the epitope). (8) The epitope is ALLADKFPV. The TCR CDR3 sequence is CASSRDRERYEQYF. Result: 0 (the TCR does not bind to the epitope). (9) The epitope is FPPTSFGPL. The TCR CDR3 sequence is CASRPNLGLYNEQFF. Result: 1 (the TCR binds to the epitope).